From a dataset of Forward reaction prediction with 1.9M reactions from USPTO patents (1976-2016). Predict the product of the given reaction. (1) The product is: [O:28]1[C:32]2[CH:33]=[CH:34][CH:35]=[C:36]([C:37]([NH:1][CH2:2][C@@H:3]([NH:7][C:8](=[O:20])[C@@H:9]([NH:13][C:14]([O:16][CH:17]([CH3:19])[CH3:18])=[O:15])[CH:10]([CH3:11])[CH3:12])[CH:4]([CH3:6])[CH3:5])=[O:38])[C:31]=2[N:30]=[N:29]1. Given the reactants [NH2:1][CH2:2][C@@H:3]([NH:7][C:8](=[O:20])[C@@H:9]([NH:13][C:14]([O:16][CH:17]([CH3:19])[CH3:18])=[O:15])[CH:10]([CH3:12])[CH3:11])[CH:4]([CH3:6])[CH3:5].C(N(CC)CC)C.[O:28]1[C:32]2=[CH:33][CH:34]=[CH:35][C:36]([C:37](Cl)=[O:38])=[C:31]2[N:30]=[N:29]1.C(OCC)(=O)C, predict the reaction product. (2) Given the reactants [CH2:1]([C:5]1[CH:10]=[CH:9][C:8]([C:11]#[C:12][C:13]2[CH:39]=[CH:38][C:16]([CH2:17][N:18]([CH2:32][CH2:33][CH2:34][CH2:35][CH2:36][CH3:37])[C:19]3[CH:20]=[CH:21][C:22]4[C:27](=[O:28])[O:26]C(C)(C)[O:24][C:23]=4[CH:31]=3)=[CH:15][CH:14]=2)=[CH:7][CH:6]=1)[CH2:2][CH2:3][CH3:4].O.[OH-].[Li+], predict the reaction product. The product is: [CH2:1]([C:5]1[CH:6]=[CH:7][C:8]([C:11]#[C:12][C:13]2[CH:39]=[CH:38][C:16]([CH2:17][N:18]([CH2:32][CH2:33][CH2:34][CH2:35][CH2:36][CH3:37])[C:19]3[CH:20]=[CH:21][C:22]([C:27]([OH:28])=[O:26])=[C:23]([OH:24])[CH:31]=3)=[CH:15][CH:14]=2)=[CH:9][CH:10]=1)[CH2:2][CH2:3][CH3:4]. (3) Given the reactants [CH2:1]([S:3][CH:4]([S:12][CH2:13][CH3:14])[C:5](F)([F:10])[C:6]([F:9])([F:8])[F:7])[CH3:2], predict the reaction product. The product is: [CH2:13]([S:12][C:4]([S:3][CH2:1][CH3:2])=[C:5]([F:10])[C:6]([F:7])([F:8])[F:9])[CH3:14]. (4) Given the reactants [C:1](Cl)(=[O:8])[C:2]1[CH:7]=[CH:6][CH:5]=[CH:4][CH:3]=1.Cl.[CH:11]([O:14][C:15](=[O:24])[CH:16]([NH2:23])[CH2:17][S:18][C:19]([CH3:22])([CH3:21])[CH3:20])([CH3:13])[CH3:12], predict the reaction product. The product is: [CH:11]([O:14][C:15](=[O:24])[CH:16]([NH:23][C:1](=[O:8])[C:2]1[CH:7]=[CH:6][CH:5]=[CH:4][CH:3]=1)[CH2:17][S:18][C:19]([CH3:22])([CH3:21])[CH3:20])([CH3:13])[CH3:12]. (5) Given the reactants C([O:4][C@@H:5]1[C@@H:10]([O:11]C(=O)C)[C@H:9]([O:15]C(=O)C)[C@@H:8]([CH2:19][O:20]C(=O)C)[O:7][C@H:6]1[O:24][C:25]1[C:29]([CH2:30][C:31]2[CH:36]=[CH:35][C:34]([O:37][CH2:38][CH2:39][C:40](=[O:48])[NH:41][C:42]([C:45](O)=[O:46])([CH3:44])[CH3:43])=[CH:33][C:32]=2[CH3:49])=[C:28]([CH:50]([CH3:52])[CH3:51])[NH:27][N:26]=1)(=O)C.[CH3:53][N:54]1[CH2:59][CH2:58][NH:57][CH2:56][CH2:55]1.NC(C)(C)C(N)=O, predict the reaction product. The product is: [C@@H:6]1([O:24][C:25]2[C:29]([CH2:30][C:31]3[CH:36]=[CH:35][C:34]([O:37][CH2:38][CH2:39][C:40](=[O:48])[NH:41][C:42]([C:45]([N:57]4[CH2:58][CH2:59][N:54]([CH3:53])[CH2:55][CH2:56]4)=[O:46])([CH3:43])[CH3:44])=[CH:33][C:32]=3[CH3:49])=[C:28]([CH:50]([CH3:51])[CH3:52])[NH:27][N:26]=2)[O:7][C@H:8]([CH2:19][OH:20])[C@@H:9]([OH:15])[C@H:10]([OH:11])[C@H:5]1[OH:4]. (6) Given the reactants Cl[C:2]1[CH:7]=[N:6][CH:5]=[CH:4][N:3]=1.[NH:8]1[CH2:13][CH2:12][CH2:11][CH2:10][CH2:9]1.NC1C=NC=CN=1, predict the reaction product. The product is: [N:8]1([C:2]2[CH:7]=[N:6][CH:5]=[CH:4][N:3]=2)[CH2:13][CH2:12][CH2:11][CH2:10][CH2:9]1.